This data is from Reaction yield outcomes from USPTO patents with 853,638 reactions. The task is: Predict the reaction yield, written as a fraction of the theoretical maximum amount of product (1.0 means a 100% yield; for example, 0.34 means a 34% yield). (1) The reactants are IC1[CH:7]=[CH:6][C:5]([CH3:8])=[CH:4][CH:3]=1.[F:9][C:10]([F:18])([C:14]([F:17])([F:16])[F:15])[C:11]([O-])=O.[K+].O.CCOCC. The catalyst is CN(C=O)C.[Cu](I)I. The product is [CH3:8][C:5]1[CH:6]=[CH:7][C:11]([C:10]([F:18])([F:9])[C:14]([F:17])([F:16])[F:15])=[CH:3][CH:4]=1. The yield is 0.920. (2) The reactants are [CH:1]1([NH:7][C:8]2[C:13]([CH2:14][OH:15])=[CH:12][N:11]=[C:10]3[N:16]([S:19]([C:22]4[CH:28]=[CH:27][C:25]([CH3:26])=[CH:24][CH:23]=4)(=[O:21])=[O:20])[CH:17]=[CH:18][C:9]=23)[CH2:6][CH2:5][CH2:4][CH2:3][CH2:2]1. The catalyst is C(Cl)(Cl)Cl.[O-2].[O-2].[Mn+4]. The product is [CH:1]1([NH:7][C:8]2[C:13]([CH:14]=[O:15])=[CH:12][N:11]=[C:10]3[N:16]([S:19]([C:22]4[CH:23]=[CH:24][C:25]([CH3:26])=[CH:27][CH:28]=4)(=[O:21])=[O:20])[CH:17]=[CH:18][C:9]=23)[CH2:2][CH2:3][CH2:4][CH2:5][CH2:6]1. The yield is 0.870. (3) The reactants are [F:1][C:2]1[CH:7]=[C:6]([F:8])[CH:5]=[CH:4][C:3]=1[NH2:9].N1C=CC=CC=1.Cl[C:17]([O:19][CH2:20][C:21]1[CH:26]=[CH:25][CH:24]=[CH:23][CH:22]=1)=[O:18]. The catalyst is ClCCl. The product is [CH2:20]([O:19][C:17](=[O:18])[NH:9][C:3]1[CH:4]=[CH:5][C:6]([F:8])=[CH:7][C:2]=1[F:1])[C:21]1[CH:26]=[CH:25][CH:24]=[CH:23][CH:22]=1. The yield is 0.850. (4) The reactants are CO.C([O:10][CH2:11][CH2:12][S:13]([C:16]1[CH:17]=[C:18]2[C:22](=[CH:23][CH:24]=1)[N:21]([C:25]1[N:30]=[CH:29][N:28]=[C:27]([O:31][CH:32]3[CH2:37][CH2:36][N:35]([C:38]([O:40][C:41]([CH3:44])([CH3:43])[CH3:42])=[O:39])[CH2:34][CH2:33]3)[CH:26]=1)[CH2:20][CH2:19]2)(=[O:15])=[O:14])C1C=CC=CC=1.[H][H]. The catalyst is [OH-].[Pd+2].[OH-].C(OCC)(=O)C. The product is [OH:10][CH2:11][CH2:12][S:13]([C:16]1[CH:17]=[C:18]2[C:22](=[CH:23][CH:24]=1)[N:21]([C:25]1[N:30]=[CH:29][N:28]=[C:27]([O:31][CH:32]3[CH2:37][CH2:36][N:35]([C:38]([O:40][C:41]([CH3:44])([CH3:43])[CH3:42])=[O:39])[CH2:34][CH2:33]3)[CH:26]=1)[CH2:20][CH2:19]2)(=[O:14])=[O:15]. The yield is 0.800. (5) The reactants are C(OC([N:8]1[CH2:14][CH2:13][CH2:12][N:11]([CH2:15][C:16]2[C:24]3[O:23][CH:22]=[CH:21][C:20]=3[CH:19]=[C:18]([NH2:25])[CH:17]=2)[CH2:10][CH2:9]1)=O)(C)(C)C.[CH3:26][C:27]1[CH:32]=[CH:31][CH:30]=[CH:29][C:28]=1[S:33]([Cl:36])(=[O:35])=[O:34]. No catalyst specified. The product is [ClH:36].[ClH:36].[N:11]1([CH2:15][C:16]2[C:24]3[O:23][CH:22]=[CH:21][C:20]=3[CH:19]=[C:18]([NH:25][S:33]([C:28]3[CH:29]=[CH:30][CH:31]=[CH:32][C:27]=3[CH3:26])(=[O:35])=[O:34])[CH:17]=2)[CH2:12][CH2:13][CH2:14][NH:8][CH2:9][CH2:10]1. The yield is 0.280. (6) The product is [OH:1][CH:2]([CH2:16][NH:20][CH:17]([CH3:19])[CH3:18])[CH2:3][O:4][C:5]1[CH:10]=[CH:9][C:8]([CH2:11][C:12]([O:14][CH3:15])=[O:13])=[CH:7][CH:6]=1. The yield is 1.00. The reactants are [O:1]1[CH2:16][CH:2]1[CH2:3][O:4][C:5]1[CH:10]=[CH:9][C:8]([CH2:11][C:12]([O:14][CH3:15])=[O:13])=[CH:7][CH:6]=1.[CH:17]([NH2:20])([CH3:19])[CH3:18].O. No catalyst specified. (7) The product is [C:1]([O:18][CH:16]1[CH2:15][N:14]([CH2:13][CH:12]([NH:19][CH3:20])[C:11]([F:10])([F:21])[F:22])[CH2:17]1)(=[O:8])[C:2]1[CH:7]=[CH:6][CH:5]=[CH:4][CH:3]=1. The catalyst is C(Cl)Cl. The reactants are [C:1](F)(=[O:8])[C:2]1[CH:7]=[CH:6][CH:5]=[CH:4][CH:3]=1.[F:10][C:11]([F:22])([F:21])[CH:12]([NH:19][CH3:20])[CH2:13][N:14]1[CH2:17][CH:16]([OH:18])[CH2:15]1.C([O-])(O)=O.[Na+]. The yield is 0.440.